The task is: Predict the reactants needed to synthesize the given product.. This data is from Full USPTO retrosynthesis dataset with 1.9M reactions from patents (1976-2016). (1) Given the product [CH3:20][O:21][C:22]([C:23]1[CH:24]=[C:25]([OH:27])[C:34]2[C:29](=[C:30]([N+:36]([O-:38])=[O:37])[CH:31]=[C:32]([CH3:2])[CH:33]=2)[N:28]=1)=[O:39], predict the reactants needed to synthesize it. The reactants are: Br[C:2]1C=CC(NC(=CC([O-])=O)C(OC)=O)=C(OC)C=1.[CH3:20][O:21][C:22](=[O:39])[C:23]([NH:28][C:29]1[CH:34]=[C:33](C)[CH:32]=[CH:31][C:30]=1[N+:36]([O-:38])=[O:37])=[CH:24][C:25]([O-:27])=O. (2) Given the product [C:1]([C:5]1[CH:10]=[CH:9][C:8]([O:11][S:22]([C:21]([F:34])([F:33])[F:20])(=[O:24])=[O:23])=[C:7]([Cl:12])[CH:6]=1)([CH3:4])([CH3:2])[CH3:3], predict the reactants needed to synthesize it. The reactants are: [C:1]([C:5]1[CH:10]=[CH:9][C:8]([OH:11])=[C:7]([Cl:12])[CH:6]=1)([CH3:4])([CH3:3])[CH3:2].C(N(CC)CC)C.[F:20][C:21]([F:34])([F:33])[S:22](O[S:22]([C:21]([F:34])([F:33])[F:20])(=[O:24])=[O:23])(=[O:24])=[O:23]. (3) Given the product [CH3:28][C:25]1[CH:26]=[CH:27][C:22]([Br:21])=[CH:23][C:24]=1[I:14], predict the reactants needed to synthesize it. The reactants are: C(OC(=O)C)(=O)C.I([O-])(=O)(=O)=O.[Na+].[I:14]I.S(=O)(=O)(O)O.[Br:21][C:22]1[CH:27]=[CH:26][C:25]([CH3:28])=[CH:24][CH:23]=1. (4) Given the product [CH:38]1([CH2:41][NH:42][CH2:2][C:3]2[N:7]([C:8]3[CH:9]=[C:10]([C:14]4[CH2:20][C:19](=[O:21])[NH:18][C:17]5[CH:22]=[C:23]([CH3:32])[C:24]([N:26]([CH2:28][CH:29]([CH3:31])[CH3:30])[CH3:27])=[CH:25][C:16]=5[N:15]=4)[CH:11]=[CH:12][CH:13]=3)[N:6]=[N:5][CH:4]=2)[CH2:40][CH2:39]1, predict the reactants needed to synthesize it. The reactants are: O[CH2:2][C:3]1[N:7]([C:8]2[CH:9]=[C:10]([C:14]3[CH2:20][C:19](=[O:21])[NH:18][C:17]4[CH:22]=[C:23]([CH3:32])[C:24]([N:26]([CH2:28][CH:29]([CH3:31])[CH3:30])[CH3:27])=[CH:25][C:16]=4[N:15]=3)[CH:11]=[CH:12][CH:13]=2)[N:6]=[N:5][CH:4]=1.S(Cl)(Cl)=O.[Cl-].[CH:38]1([CH2:41][NH2:42])[CH2:40][CH2:39]1. (5) Given the product [Cl:1][C:2]1[CH:3]=[C:4]([NH:17][C:18]2[C:27]3[C:22](=[CH:23][CH:24]=[C:25]([C:28]4[O:29][C:30]([CH2:33][NH:35][CH:36]5[CH2:41][CH2:40][CH2:39][CH:38]([NH2:42])[CH2:37]5)=[CH:31][CH:32]=4)[CH:26]=3)[N:21]=[CH:20][N:19]=2)[CH:5]=[CH:6][C:7]=1[O:8][CH2:9][C:10]1[CH:15]=[CH:14][CH:13]=[C:12]([F:16])[CH:11]=1, predict the reactants needed to synthesize it. The reactants are: [Cl:1][C:2]1[CH:3]=[C:4]([NH:17][C:18]2[C:27]3[C:22](=[CH:23][CH:24]=[C:25]([C:28]4[O:29][C:30]([CH:33]=O)=[CH:31][CH:32]=4)[CH:26]=3)[N:21]=[CH:20][N:19]=2)[CH:5]=[CH:6][C:7]=1[O:8][CH2:9][C:10]1[CH:15]=[CH:14][CH:13]=[C:12]([F:16])[CH:11]=1.[NH2:35][CH:36]1[CH2:41][CH2:40][CH2:39][CH:38]([NH2:42])[CH2:37]1.C(O[BH-](OC(=O)C)OC(=O)C)(=O)C.[Na+].C(=O)([O-])[O-].[Na+].[Na+]. (6) Given the product [CH3:43][O:42][C:39]1[CH:40]=[CH:41][C:36]([CH2:35][N:14]2[C:10]3=[N:11][CH:12]=[CH:13][C:8]([O:7][C:6]4[CH:18]=[C:2]([Cl:1])[C:3]([N+:20]([O-:22])=[O:21])=[CH:4][C:5]=4[CH3:19])=[C:9]3[C:16]([I:17])=[N:15]2)=[CH:37][CH:38]=1, predict the reactants needed to synthesize it. The reactants are: [Cl:1][C:2]1[C:3]([N+:20]([O-:22])=[O:21])=[CH:4][C:5]([CH3:19])=[C:6]([CH:18]=1)[O:7][C:8]1[CH:13]=[CH:12][N:11]=[C:10]2[NH:14][N:15]=[C:16]([I:17])[C:9]=12.CN(C=O)C.C([O-])([O-])=O.[K+].[K+].Cl[CH2:35][C:36]1[CH:41]=[CH:40][C:39]([O:42][CH3:43])=[CH:38][CH:37]=1. (7) The reactants are: [Cl:1][CH2:2][C:3](=[O:9])[CH2:4][C:5](OC)=[O:6].[CH:10]([OH:13])([CH3:12])[CH3:11]. Given the product [Cl:1][CH2:2][C:3](=[O:9])[CH2:4][C:5]([O:13][CH:10]([CH3:12])[CH3:11])=[O:6], predict the reactants needed to synthesize it. (8) The reactants are: CCN(C(C)C)C(C)C.[CH3:10][O:11][C:12]1[CH:13]=[CH:14][CH:15]=[C:16]2[C:21]=1[O:20][C:19](=[O:22])[C:18]([C:23]([OH:25])=O)=[CH:17]2.CN(C(ON1N=NC2C=CC=NC1=2)=[N+](C)C)C.F[P-](F)(F)(F)(F)F.[N:50]1[NH:51][C:52]([C:55]2[CH:56]=[C:57]([NH2:61])[CH:58]=[CH:59][CH:60]=2)=[CH:53][CH:54]=1. Given the product [N:50]1[NH:51][C:52]([C:55]2[CH:56]=[C:57]([NH:61][C:23]([C:18]3[C:19](=[O:22])[O:20][C:21]4[C:16]([CH:17]=3)=[CH:15][CH:14]=[CH:13][C:12]=4[O:11][CH3:10])=[O:25])[CH:58]=[CH:59][CH:60]=2)=[CH:53][CH:54]=1, predict the reactants needed to synthesize it.